This data is from Merck oncology drug combination screen with 23,052 pairs across 39 cell lines. The task is: Regression. Given two drug SMILES strings and cell line genomic features, predict the synergy score measuring deviation from expected non-interaction effect. (1) Drug 1: CN(Cc1cnc2nc(N)nc(N)c2n1)c1ccc(C(=O)NC(CCC(=O)O)C(=O)O)cc1. Drug 2: CS(=O)(=O)CCNCc1ccc(-c2ccc3ncnc(Nc4ccc(OCc5cccc(F)c5)c(Cl)c4)c3c2)o1. Cell line: KPL1. Synergy scores: synergy=-17.2. (2) Drug 1: CCN(CC)CCNC(=O)c1c(C)[nH]c(C=C2C(=O)Nc3ccc(F)cc32)c1C. Drug 2: CCc1cnn2c(NCc3ccc[n+]([O-])c3)cc(N3CCCCC3CCO)nc12. Cell line: A427. Synergy scores: synergy=2.13. (3) Drug 1: N#Cc1ccc(Cn2cncc2CN2CCN(c3cccc(Cl)c3)C(=O)C2)cc1. Drug 2: CCC1=CC2CN(C1)Cc1c([nH]c3ccccc13)C(C(=O)OC)(c1cc3c(cc1OC)N(C)C1C(O)(C(=O)OC)C(OC(C)=O)C4(CC)C=CCN5CCC31C54)C2. Cell line: A375. Synergy scores: synergy=18.9. (4) Drug 1: Cc1nc(Nc2ncc(C(=O)Nc3c(C)cccc3Cl)s2)cc(N2CCN(CCO)CC2)n1. Drug 2: NC1CCCCC1N.O=C(O)C(=O)O.[Pt+2]. Cell line: A2780. Synergy scores: synergy=4.86. (5) Synergy scores: synergy=30.6. Drug 2: C#Cc1cccc(Nc2ncnc3cc(OCCOC)c(OCCOC)cc23)c1. Drug 1: O=C(O)C1(Cc2cccc(Nc3nccs3)n2)CCC(Oc2cccc(Cl)c2F)CC1. Cell line: COLO320DM. (6) Drug 1: CS(=O)(=O)CCNCc1ccc(-c2ccc3ncnc(Nc4ccc(OCc5cccc(F)c5)c(Cl)c4)c3c2)o1. Drug 2: NC1(c2ccc(-c3nc4ccn5c(=O)[nH]nc5c4cc3-c3ccccc3)cc2)CCC1. Cell line: NCIH520. Synergy scores: synergy=-1.94. (7) Drug 1: COC1CC2CCC(C)C(O)(O2)C(=O)C(=O)N2CCCCC2C(=O)OC(C(C)CC2CCC(OP(C)(C)=O)C(OC)C2)CC(=O)C(C)C=C(C)C(O)C(OC)C(=O)C(C)CC(C)C=CC=CC=C1C. Drug 2: CNC(=O)c1cc(Oc2ccc(NC(=O)Nc3ccc(Cl)c(C(F)(F)F)c3)cc2)ccn1. Cell line: NCIH23. Synergy scores: synergy=21.5. (8) Drug 1: CC1(c2nc3c(C(N)=O)cccc3[nH]2)CCCN1. Drug 2: CNC(=O)c1cc(Oc2ccc(NC(=O)Nc3ccc(Cl)c(C(F)(F)F)c3)cc2)ccn1. Cell line: A2058. Synergy scores: synergy=36.2. (9) Drug 1: CC(=O)OC1C(=O)C2(C)C(O)CC3OCC3(OC(C)=O)C2C(OC(=O)c2ccccc2)C2(O)CC(OC(=O)C(O)C(NC(=O)c3ccccc3)c3ccccc3)C(C)=C1C2(C)C. Drug 2: CS(=O)(=O)CCNCc1ccc(-c2ccc3ncnc(Nc4ccc(OCc5cccc(F)c5)c(Cl)c4)c3c2)o1. Cell line: RPMI7951. Synergy scores: synergy=0.383. (10) Drug 1: CCN(CC)CCNC(=O)c1c(C)[nH]c(C=C2C(=O)Nc3ccc(F)cc32)c1C. Drug 2: CCc1cnn2c(NCc3ccc[n+]([O-])c3)cc(N3CCCCC3CCO)nc12. Cell line: A2780. Synergy scores: synergy=0.964.